From a dataset of Forward reaction prediction with 1.9M reactions from USPTO patents (1976-2016). Predict the product of the given reaction. (1) Given the reactants [OH:1][C:2]1([CH2:8]N2C=C(C(OCC)=O)C=N2)[CH2:7][CH2:6][NH:5][CH2:4][CH2:3]1.[F:19][C:20]([F:27])([F:26])[C:21]1[CH:22]=[N:23][NH:24][CH:25]=1, predict the reaction product. The product is: [F:19][C:20]([F:27])([F:26])[C:21]1[CH:22]=[N:23][N:24]([CH2:8][C:2]2([OH:1])[CH2:7][CH2:6][NH:5][CH2:4][CH2:3]2)[CH:25]=1. (2) Given the reactants [NH2:1][CH2:2][CH2:3][CH2:4][O:5][C:6]1[CH:7]=[CH:8][C:9]2[C:10]3[N:19]([CH2:20][CH:21]([CH3:23])[CH3:22])[C:18]([CH2:24][CH2:25][CH3:26])=[N:17][C:11]=3[C:12]([NH2:16])=[N:13][C:14]=2[CH:15]=1.[F:27][C:28]1[CH:33]=[CH:32][C:31]([S:34]([N:37]=[C:38]=[O:39])(=[O:36])=[O:35])=[CH:30][CH:29]=1, predict the reaction product. The product is: [NH2:16][C:12]1[C:11]2[N:17]=[C:18]([CH2:24][CH2:25][CH3:26])[N:19]([CH2:20][CH:21]([CH3:22])[CH3:23])[C:10]=2[C:9]2[CH:8]=[CH:7][C:6]([O:5][CH2:4][CH2:3][CH2:2][NH:1][C:38]([NH:37][S:34]([C:31]3[CH:32]=[CH:33][C:28]([F:27])=[CH:29][CH:30]=3)(=[O:35])=[O:36])=[O:39])=[CH:15][C:14]=2[N:13]=1. (3) Given the reactants C(Cl)(=O)C(Cl)=O.[CH3:7][N:8](C)[CH:9]=[O:10].C(N([CH2:17][CH3:18])CC)C.N[C:20]1[CH:25]=[CH:24][CH:23]=[CH:22][CH:21]=1.[C:26]([O:29]CC)(=[O:28])C.[CH3:32][CH2:33][CH2:34][CH2:35][CH2:36]C, predict the reaction product. The product is: [C:7]1([NH:8][C:9]([C:20]2[CH:25]=[CH:24][C:23]([CH:17]([CH3:18])[C:26]([OH:29])=[O:28])=[CH:22][CH:21]=2)=[O:10])[CH:36]=[CH:35][CH:34]=[CH:33][CH:32]=1. (4) Given the reactants [Si:1]([O:8][C:9]1[CH:14]=[CH:13][C:12]([N+:15]([O-])=O)=[CH:11][C:10]=1[NH:18][C:19](=[O:27])[CH2:20][N:21]1[CH2:26][CH2:25][O:24][CH2:23][CH2:22]1)([C:4]([CH3:7])([CH3:6])[CH3:5])([CH3:3])[CH3:2], predict the reaction product. The product is: [NH2:15][C:12]1[CH:13]=[CH:14][C:9]([O:8][Si:1]([C:4]([CH3:7])([CH3:6])[CH3:5])([CH3:2])[CH3:3])=[C:10]([NH:18][C:19](=[O:27])[CH2:20][N:21]2[CH2:22][CH2:23][O:24][CH2:25][CH2:26]2)[CH:11]=1. (5) Given the reactants [Br:1][C:2]1[CH:3]=[C:4]([N+:10]([O-])=O)[C:5]([C:8]#[N:9])=[N:6][CH:7]=1, predict the reaction product. The product is: [NH2:10][C:4]1[C:5]([C:8]#[N:9])=[N:6][CH:7]=[C:2]([Br:1])[CH:3]=1.